This data is from Reaction yield outcomes from USPTO patents with 853,638 reactions. The task is: Predict the reaction yield, written as a fraction of the theoretical maximum amount of product (1.0 means a 100% yield; for example, 0.34 means a 34% yield). (1) The reactants are Br[C:2]1[CH:3]=[C:4]([C:8]2[O:9][CH:10]=[N:11][N:12]=2)[CH:5]=[CH:6][CH:7]=1.[CH3:13][C:14]1([CH3:30])[C:18]([CH3:20])([CH3:19])[O:17][B:16]([B:16]2[O:17][C:18]([CH3:20])([CH3:19])[C:14]([CH3:30])([CH3:13])[O:15]2)[O:15]1.C([O-])(=O)C.[K+].CS(C)=O. The catalyst is ClCCl.C(OCC)(=O)C.C1C=CC(P(C2C=CC=CC=2)[C-]2C=CC=C2)=CC=1.C1C=CC(P(C2C=CC=CC=2)[C-]2C=CC=C2)=CC=1.Cl[Pd]Cl.[Fe+2].O. The product is [CH3:13][C:14]1([CH3:30])[C:18]([CH3:20])([CH3:19])[O:17][B:16]([C:2]2[CH:3]=[C:4]([C:8]3[O:9][CH:10]=[N:11][N:12]=3)[CH:5]=[CH:6][CH:7]=2)[O:15]1. The yield is 0.218. (2) The reactants are [Cl:1][C:2]1[CH:3]=[C:4]([C:8]2[N:9]=[C:10]([NH:17][C:18]3[CH:23]=[CH:22]C(C=C)=[CH:20][CH:19]=3)[C:11]3[CH2:16][CH2:15][CH2:14][C:12]=3[N:13]=2)[CH:5]=[CH:6][CH:7]=1.C[N+]1([O-])CC[O:30]CC1.[CH3:34][C:35]([CH3:37])=[O:36]. The catalyst is O. The product is [Cl:1][C:2]1[CH:3]=[C:4]([C:8]2[N:9]=[C:10]([NH:17][C:18]3[CH:23]=[CH:22][C:34]([CH:35]([OH:36])[CH2:37][OH:30])=[CH:20][CH:19]=3)[C:11]3[CH2:16][CH2:15][CH2:14][C:12]=3[N:13]=2)[CH:5]=[CH:6][CH:7]=1. The yield is 0.580.